Dataset: Forward reaction prediction with 1.9M reactions from USPTO patents (1976-2016). Task: Predict the product of the given reaction. (1) Given the reactants [CH:1]1(B(O)O)[CH2:3][CH2:2]1.C1(P(C2CCCCC2)C2C=CC=CC=2C2C(OC)=CC=CC=2OC)CCCCC1.[C:36](=[O:39])([O-])[O-].[Na+].[Na+].Br[C:43]1[C:48](C=O)([C:49]2[CH:54]=[CH:53][C:52]([F:55])=[CH:51][C:50]=2[F:56])[CH:47]([F:59])[C:46]([O:60][CH3:61])=[CH:45][CH:44]=1, predict the reaction product. The product is: [CH:1]1([C:43]2[C:48]([C:49]3[CH:54]=[CH:53][C:52]([F:55])=[CH:51][C:50]=3[F:56])=[C:47]([F:59])[C:46]([O:60][CH3:61])=[C:45]([CH:36]=[O:39])[CH:44]=2)[CH2:3][CH2:2]1. (2) Given the reactants Cl[C:2]1[N:12]=[C:11]([NH:13][C:14]2[CH:19]=[CH:18][C:17]([N:20]3[CH2:25][CH2:24][N:23]([C:26]([O:28][C:29]([CH3:32])([CH3:31])[CH3:30])=[O:27])[CH2:22][CH2:21]3)=[CH:16][C:15]=2[O:33][CH3:34])[C:5]2[C:6](=[O:10])[NH:7][N:8]=[CH:9][C:4]=2[CH:3]=1.[Cl:35][C:36]1[CH:37]=[C:38]([NH2:43])[CH:39]=[C:40]([Cl:42])[CH:41]=1.C1(P(C2CCCCC2)C2C=CC=CC=2C2C(C(C)C)=CC(C(C)C)=CC=2C(C)C)CCCCC1.CC(C)([O-])C.[K+], predict the reaction product. The product is: [Cl:35][C:36]1[CH:37]=[C:38]([NH:43][C:2]2[N:12]=[C:11]([NH:13][C:14]3[CH:19]=[CH:18][C:17]([N:20]4[CH2:25][CH2:24][N:23]([C:26]([O:28][C:29]([CH3:30])([CH3:32])[CH3:31])=[O:27])[CH2:22][CH2:21]4)=[CH:16][C:15]=3[O:33][CH3:34])[C:5]3[C:6](=[O:10])[NH:7][N:8]=[CH:9][C:4]=3[CH:3]=2)[CH:39]=[C:40]([Cl:42])[CH:41]=1. (3) Given the reactants Cl[CH2:2][C:3]([C:7]1[CH:12]=[CH:11][C:10]([F:13])=[C:9]([F:14])[CH:8]=1)([OH:6])[CH2:4]Cl.C(=O)(O)[O-].[Na+].[CH2:20]([NH2:24])[CH2:21][CH2:22][CH3:23], predict the reaction product. The product is: [CH2:20]([N:24]1[CH2:4][C:3]([C:7]2[CH:12]=[CH:11][C:10]([F:13])=[C:9]([F:14])[CH:8]=2)([OH:6])[CH2:2]1)[CH2:21][CH2:22][CH3:23]. (4) Given the reactants [Br:1][C:2]1[CH:8]=[CH:7][C:5]([NH2:6])=[C:4]([OH:9])[CH:3]=1.[OH:10][C:11]1[CH:19]=[CH:18][C:14]([C:15](O)=O)=[CH:13][CH:12]=1, predict the reaction product. The product is: [Br:1][C:2]1[CH:8]=[CH:7][C:5]2[N:6]=[C:15]([C:14]3[CH:18]=[CH:19][C:11]([OH:10])=[CH:12][CH:13]=3)[O:9][C:4]=2[CH:3]=1. (5) Given the reactants [CH3:1][O:2][C:3](=[O:53])[C@@H:4]([NH:20][C:21]([CH:23]1[CH2:32][C:31]2[CH:30]=[C:29]3[O:33][CH2:34][C@H:35]([C:37]4[CH:42]=[CH:41][C:40]([O:43][CH2:44][C:45]5[CH:50]=[CH:49][C:48]([Cl:51])=[C:47]([Cl:52])[CH:46]=5)=[CH:39][CH:38]=4)[O:36][C:28]3=[CH:27][C:26]=2[CH2:25][NH:24]1)=[O:22])[CH2:5][C:6]1[CH:11]=[CH:10][C:9]([C:12]2[CH:17]=[CH:16][C:15]([C:18]#[N:19])=[CH:14][CH:13]=2)=[CH:8][CH:7]=1.[C:54]([NH:57][C:58]1[CH:63]=[CH:62][C:61]([S:64](Cl)(=[O:66])=[O:65])=[CH:60][CH:59]=1)(=[O:56])[CH3:55], predict the reaction product. The product is: [CH3:1][O:2][C:3](=[O:53])[C@@H:4]([NH:20][C:21]([CH:23]1[CH2:32][C:31]2[CH:30]=[C:29]3[O:33][CH2:34][C@H:35]([C:37]4[CH:42]=[CH:41][C:40]([O:43][CH2:44][C:45]5[CH:50]=[CH:49][C:48]([Cl:51])=[C:47]([Cl:52])[CH:46]=5)=[CH:39][CH:38]=4)[O:36][C:28]3=[CH:27][C:26]=2[CH2:25][N:24]1[S:64]([C:61]1[CH:60]=[CH:59][C:58]([NH:57][C:54](=[O:56])[CH3:55])=[CH:63][CH:62]=1)(=[O:66])=[O:65])=[O:22])[CH2:5][C:6]1[CH:11]=[CH:10][C:9]([C:12]2[CH:13]=[CH:14][C:15]([C:18]#[N:19])=[CH:16][CH:17]=2)=[CH:8][CH:7]=1. (6) Given the reactants [F:1][C:2]1[CH:10]=[C:9]2[C:5]([C:6]([C:18]3[CH:19]=[CH:20][C:21]4[S:25](=[O:27])(=[O:26])[NH:24][CH:23]([CH3:28])[C:22]=4[CH:29]=3)=[CH:7][N:8]2C(OC(C)(C)C)=O)=[CH:4][CH:3]=1.C(O)(C(F)(F)F)=O, predict the reaction product. The product is: [F:1][C:2]1[CH:10]=[C:9]2[C:5]([C:6]([C:18]3[CH:19]=[CH:20][C:21]4[S:25](=[O:27])(=[O:26])[NH:24][CH:23]([CH3:28])[C:22]=4[CH:29]=3)=[CH:7][NH:8]2)=[CH:4][CH:3]=1.